From a dataset of Peptide-MHC class II binding affinity with 134,281 pairs from IEDB. Regression. Given a peptide amino acid sequence and an MHC pseudo amino acid sequence, predict their binding affinity value. This is MHC class II binding data. (1) The peptide sequence is LIDDVIAILPVDELY. The MHC is HLA-DQA10104-DQB10503 with pseudo-sequence HLA-DQA10104-DQB10503. The binding affinity (normalized) is 0.291. (2) The peptide sequence is YDKFLANVSTVLTGG. The MHC is DRB1_0802 with pseudo-sequence DRB1_0802. The binding affinity (normalized) is 0.786. (3) The binding affinity (normalized) is 0. The peptide sequence is PRTLNGPGPGSPAIF. The MHC is DRB1_1101 with pseudo-sequence DRB1_1101. (4) The binding affinity (normalized) is 0.233. The MHC is DRB1_0901 with pseudo-sequence DRB1_0901. The peptide sequence is VIPEPGQQRSIQDNQ. (5) The peptide sequence is HLSIRGNSNYKAVSC. The MHC is DRB1_0101 with pseudo-sequence DRB1_0101. The binding affinity (normalized) is 0.596. (6) The peptide sequence is IPVIVADDLTAAINK. The MHC is HLA-DQA10102-DQB10501 with pseudo-sequence HLA-DQA10102-DQB10501. The binding affinity (normalized) is 0.689. (7) The peptide sequence is CFNCGKEGHLARNCRAPR. The MHC is HLA-DQA10301-DQB10302 with pseudo-sequence HLA-DQA10301-DQB10302. The binding affinity (normalized) is 0. (8) The peptide sequence is GELQIVDKIDAAFKT. The MHC is DRB5_0101 with pseudo-sequence DRB5_0101. The binding affinity (normalized) is 0.773. (9) The peptide sequence is EGHHLASAAIFGHDG. The MHC is DRB3_0202 with pseudo-sequence DRB3_0202. The binding affinity (normalized) is 0.394.